Dataset: Full USPTO retrosynthesis dataset with 1.9M reactions from patents (1976-2016). Task: Predict the reactants needed to synthesize the given product. (1) Given the product [Cl:1][C:2]1[CH:7]=[C:6]([NH:20][C:18]2[CH:17]=[N:16][N:15]([CH3:14])[CH:19]=2)[N:5]=[C:4]2[NH:9][CH:10]=[C:11]([C:12]#[N:13])[C:3]=12, predict the reactants needed to synthesize it. The reactants are: [Cl:1][C:2]1[CH:7]=[C:6](Cl)[N:5]=[C:4]2[NH:9][CH:10]=[C:11]([C:12]#[N:13])[C:3]=12.[CH3:14][N:15]1[CH:19]=[C:18]([NH2:20])[CH:17]=[N:16]1.CC(C)([O-])C.[Na+].C1(P(C2C=CC=CC=2)C2C3OC4C(=CC=CC=4P(C4C=CC=CC=4)C4C=CC=CC=4)C(C)(C)C=3C=CC=2)C=CC=CC=1. (2) Given the product [N+:10]([C:9]1[CH:8]=[CH:7][C:4]([C:5]#[N:6])=[CH:3][C:2]=1[NH:21][C@H:19]([C:13]1[CH:18]=[CH:17][CH:16]=[CH:15][CH:14]=1)[CH3:20])([O-:12])=[O:11], predict the reactants needed to synthesize it. The reactants are: F[C:2]1[CH:3]=[C:4]([CH:7]=[CH:8][C:9]=1[N+:10]([O-:12])=[O:11])[C:5]#[N:6].[C:13]1([C@@H:19]([NH2:21])[CH3:20])[CH:18]=[CH:17][CH:16]=[CH:15][CH:14]=1.C([O-])([O-])=O.[K+].[K+]. (3) Given the product [Br:1][C:2]1[CH:14]=[CH:13][C:12]2[C:11]3[C:6](=[CH:7][C:8]([Br:15])=[CH:9][CH:10]=3)[C:5]([CH2:18][CH2:17][C:16]([O:20][CH3:21])=[O:22])([CH2:18][CH2:17][C:16]([O:20][CH3:21])=[O:19])[C:4]=2[CH:3]=1, predict the reactants needed to synthesize it. The reactants are: [Br:1][C:2]1[CH:14]=[CH:13][C:12]2[C:11]3[C:6](=[CH:7][C:8]([Br:15])=[CH:9][CH:10]=3)[CH2:5][C:4]=2[CH:3]=1.[C:16]([O:20][CH3:21])(=[O:19])[CH:17]=[CH2:18].[OH-:22].[Na+]. (4) Given the product [CH3:1][CH:2]([NH:12][C:13]([CH3:14])([CH3:16])[CH3:15])[C:3]([C:5]1[CH:6]=[CH:7][CH:8]=[C:9]([Cl:11])[CH:10]=1)=[O:4], predict the reactants needed to synthesize it. The reactants are: [CH3:1][CH:2]([NH:12][C:13]([CH3:16])([CH3:15])[CH3:14])[C:3]([C:5]1[CH:6]=[CH:7][CH:8]=[C:9]([Cl:11])[CH:10]=1)=[O:4].Cl.C(=O)([O-])[O-].[Na+].[Na+]. (5) Given the product [C:11]([C:13]1[CH:20]=[CH:19][C:16]([CH2:17][CH:7]([C:1]2[CH:6]=[CH:5][CH:4]=[CH:3][CH:2]=2)[C:8](=[O:10])[CH3:9])=[CH:15][CH:14]=1)#[N:12], predict the reactants needed to synthesize it. The reactants are: [C:1]1([CH2:7][C:8](=[O:10])[CH3:9])[CH:6]=[CH:5][CH:4]=[CH:3][CH:2]=1.[C:11]([C:13]1[CH:20]=[CH:19][C:16]([CH2:17]Cl)=[CH:15][CH:14]=1)#[N:12].O.[OH-].[Cs+].